This data is from Full USPTO retrosynthesis dataset with 1.9M reactions from patents (1976-2016). The task is: Predict the reactants needed to synthesize the given product. (1) Given the product [CH3:19][N:17]([C:16]([N:20]=[N:20][C:16]([N:17]([CH3:18])[CH3:19])=[O:15])=[O:15])[CH3:18], predict the reactants needed to synthesize it. The reactants are: F[B-](F)(F)F.N1([O:15][C:16]([N:20](C)C)=[N+:17]([CH3:19])[CH3:18])C2C=CC=CC=2N=N1. (2) Given the product [NH2:34][C:32]1[S:33][C:29]2[CH:28]=[C:27]([S:26][C:24]([CH3:25])([CH3:37])[CH2:23][N:22]([CH:19]([CH3:20])[CH3:21])[C:2](=[O:3])[O:4][CH2:5][CH:6]3[C:18]4[CH:17]=[CH:16][CH:15]=[CH:14][C:13]=4[C:12]4[C:7]3=[CH:8][CH:9]=[CH:10][CH:11]=4)[CH:36]=[CH:35][C:30]=2[N:31]=1, predict the reactants needed to synthesize it. The reactants are: Cl[C:2]([O:4][CH2:5][CH:6]1[C:18]2[CH:17]=[CH:16][CH:15]=[CH:14][C:13]=2[C:12]2[C:7]1=[CH:8][CH:9]=[CH:10][CH:11]=2)=[O:3].[CH:19]([NH:22][CH2:23][C:24]([CH3:37])([S:26][C:27]1[CH:36]=[CH:35][C:30]2[N:31]=[C:32]([NH2:34])[S:33][C:29]=2[CH:28]=1)[CH3:25])([CH3:21])[CH3:20].C(=O)([O-])[O-].[Na+].[Na+]. (3) Given the product [ClH:13].[Cl:13][C:14]1[CH:33]=[CH:32][C:17]([NH:18][C:19]2[C:28]3[C:23](=[CH:24][C:25]([O:31][CH2:55][CH2:56][N:57]4[C:62](=[O:63])[CH2:61][O:60][CH2:59][C:58]4=[O:64])=[C:26]([O:29][CH3:30])[CH:27]=3)[N:22]=[CH:21][N:20]=2)=[C:16]([F:34])[CH:15]=1, predict the reactants needed to synthesize it. The reactants are: N(C(OCC)=O)=NC(OCC)=O.[Cl:13][C:14]1[CH:33]=[CH:32][C:17]([NH:18][C:19]2[C:28]3[C:23](=[CH:24][C:25]([OH:31])=[C:26]([O:29][CH3:30])[CH:27]=3)[N:22]=[CH:21][N:20]=2)=[C:16]([F:34])[CH:15]=1.C1(P(C2C=CC=CC=2)C2C=CC=CC=2)C=CC=CC=1.O[CH2:55][CH2:56][N:57]1[C:62](=[O:63])[CH2:61][O:60][CH2:59][C:58]1=[O:64]. (4) Given the product [Br:1][C:2]1[CH:7]=[CH:6][C:5]([C:8]([F:9])([F:10])[F:11])=[CH:4][C:3]=1[C:12]1[CH2:13][N:14]([CH3:19])[CH2:15][CH2:16][CH:17]=1, predict the reactants needed to synthesize it. The reactants are: [Br:1][C:2]1[CH:7]=[CH:6][C:5]([C:8]([F:11])([F:10])[F:9])=[CH:4][C:3]=1[C:12]1[CH:13]=[N:14][CH:15]=[CH:16][CH:17]=1.F[C:19](F)(F)S(OC)(=O)=O.C(O[BH-](OC(=O)C)OC(=O)C)(=O)C.[Na+].[BH4-].[Li+].